From a dataset of Forward reaction prediction with 1.9M reactions from USPTO patents (1976-2016). Predict the product of the given reaction. (1) Given the reactants [CH3:1][N:2]([CH3:24])[CH2:3][CH2:4][C:5]1[C:13]2[C:8](=[CH:9][CH:10]=[C:11]([CH2:14][C@H:15]3[CH2:19][O:18][C:17](=[O:20])[NH:16]3)[CH:12]=2)[NH:7][C:6]=1C(O)=O.C(=O)=O.C(O)(=O)CCC(O)=O, predict the reaction product. The product is: [CH3:1][N:2]([CH2:3][CH2:4][C:5]1[C:13]2[CH:12]=[C:11]([CH2:14][C@@H:15]3[NH:16][C:17](=[O:20])[O:18][CH2:19]3)[CH:10]=[CH:9][C:8]=2[NH:7][CH:6]=1)[CH3:24]. (2) Given the reactants [F:1][C:2]1[CH:7]=[CH:6][C:5](I)=[CH:4][C:3]=1[O:9][CH3:10].C(N(CC)CC)C.[Cl:18][C:19]1[CH:20]=[N:21][CH:22]=[C:23]([C:25]#[CH:26])[CH:24]=1, predict the reaction product. The product is: [Cl:18][C:19]1[CH:20]=[N:21][CH:22]=[C:23]([C:25]#[C:26][C:5]2[CH:6]=[CH:7][C:2]([F:1])=[C:3]([O:9][CH3:10])[CH:4]=2)[CH:24]=1. (3) Given the reactants [H-].[Na+].[CH3:3][CH:4]([OH:8])[CH2:5][CH:6]=[CH2:7].Br[CH2:10][CH:11]=[CH2:12], predict the reaction product. The product is: [CH2:12]([O:8][CH:4]([CH3:3])[CH2:5][CH:6]=[CH2:7])[CH:11]=[CH2:10]. (4) Given the reactants [Si](OC1C=C2C(=CC=1)CC(C1C=CC(OC)=CC=1N)CC2)(C(C)(C)C)(C)C.Cl.[F:29][C:30]1[CH:31]=[C:32]([CH:36]=[CH:37][C:38]=1[O:39][CH2:40][CH2:41][N:42]1[CH2:47][CH2:46][CH2:45][CH2:44][CH2:43]1)[C:33](Cl)=O.[Si:48]([O:55][C:56]1[CH:57]=[C:58]2[C:63](=[CH:64][CH:65]=1)[CH2:62][CH:61]([C:66]1[CH:71]=[CH:70][C:69]([O:72][CH3:73])=[CH:68][C:67]=1[NH:74][CH2:75][C:76]1C=CC(OCCN3CCCCC3)=C(F)C=1)[CH2:60][CH2:59]2)([C:51]([CH3:54])([CH3:53])[CH3:52])([CH3:50])[CH3:49], predict the reaction product. The product is: [Si:48]([O:55][C:56]1[CH:57]=[C:58]2[C:63](=[CH:64][CH:65]=1)[CH2:62][CH:61]([C:66]1[CH:71]=[CH:70][C:69]([O:72][CH3:73])=[CH:68][C:67]=1[N:74]([CH2:75][CH3:76])[CH2:33][C:32]1[CH:36]=[CH:37][C:38]([O:39][CH2:40][CH2:41][N:42]3[CH2:47][CH2:46][CH2:45][CH2:44][CH2:43]3)=[C:30]([F:29])[CH:31]=1)[CH2:60][CH2:59]2)([C:51]([CH3:54])([CH3:53])[CH3:52])([CH3:50])[CH3:49]. (5) The product is: [CH2:1]([O:3][C:4](=[O:27])[CH2:5][C:6]1[CH:11]=[CH:10][C:9]([O:12][CH3:13])=[C:8]([O:14][C:15]2[CH:20]=[CH:19][C:18]([C:21]([F:24])([F:23])[F:22])=[CH:17][C:16]=2[CH2:25][S:36][CH2:35][CH2:34][C:28]2[CH:33]=[CH:32][CH:31]=[CH:30][CH:29]=2)[CH:7]=1)[CH3:2]. Given the reactants [CH2:1]([O:3][C:4](=[O:27])[CH2:5][C:6]1[CH:11]=[CH:10][C:9]([O:12][CH3:13])=[C:8]([O:14][C:15]2[CH:20]=[CH:19][C:18]([C:21]([F:24])([F:23])[F:22])=[CH:17][C:16]=2[CH2:25]Br)[CH:7]=1)[CH3:2].[C:28]1([CH2:34][CH2:35][SH:36])[CH:33]=[CH:32][CH:31]=[CH:30][CH:29]=1.[H-].[Na+], predict the reaction product. (6) Given the reactants Br[C:2]1[CH:8]=[CH:7][CH:6]=[C:5]([Br:9])[C:3]=1[NH2:4].CC1(C)C(C)(C)OB([C:18]2[CH:25]=[CH:24][CH:23]=[CH:22][C:19]=2[C:20]#[N:21])O1.O.P([O-])([O-])([O-])=O.[K+].[K+].[K+].C(Cl)Cl, predict the reaction product. The product is: [Br:9][C:5]1[C:3]2[C:2](=[C:18]3[C:19](=[C:20]([NH2:21])[N:4]=2)[CH:22]=[CH:23][CH:24]=[CH:25]3)[CH:8]=[CH:7][CH:6]=1.